This data is from Forward reaction prediction with 1.9M reactions from USPTO patents (1976-2016). The task is: Predict the product of the given reaction. (1) Given the reactants [NH:1]1[CH2:6][CH2:5][CH:4]([O:7][C@@H:8]2[CH2:13][CH2:12][C@H:11]([CH2:14][C:15]([O:17]C)=[O:16])[CH2:10][CH2:9]2)[CH2:3][CH2:2]1.[OH-].[Li+], predict the reaction product. The product is: [NH:1]1[CH2:2][CH2:3][CH:4]([O:7][C@@H:8]2[CH2:13][CH2:12][C@H:11]([CH2:14][C:15]([OH:17])=[O:16])[CH2:10][CH2:9]2)[CH2:5][CH2:6]1. (2) Given the reactants COC1C=CC(C[N:8]2[CH2:17][C:16]3[C:11](=[CH:12][CH:13]=[C:14]([C:18]4[CH:19]=[C:20]([CH:28]=[CH:29][C:30]=4[CH3:31])[C:21]([N:23]([CH:25]4[CH2:27][CH2:26]4)[CH3:24])=[O:22])[CH:15]=3)[N:10]([CH3:32])[C:9]2=[O:33])=CC=1.C(C1C(=O)C(Cl)=C(Cl)C(=O)C=1C#N)#N, predict the reaction product. The product is: [CH:25]1([N:23]([CH3:24])[C:21](=[O:22])[C:20]2[CH:28]=[CH:29][C:30]([CH3:31])=[C:18]([C:14]3[CH:15]=[C:16]4[C:11](=[CH:12][CH:13]=3)[N:10]([CH3:32])[C:9](=[O:33])[N:8]=[CH:17]4)[CH:19]=2)[CH2:26][CH2:27]1. (3) Given the reactants C([O:8][C:9]1[CH:10]=[C:11]2[C:15](=[CH:16][CH:17]=1)[NH:14][C:13]([CH2:18][CH:19]([CH2:24][C:25]1[CH:30]=[CH:29][CH:28]=[CH:27][CH:26]=1)[C:20]([O:22][CH3:23])=[O:21])=[CH:12]2)C1C=CC=CC=1, predict the reaction product. The product is: [OH:8][C:9]1[CH:10]=[C:11]2[C:15](=[CH:16][CH:17]=1)[NH:14][C:13]([CH2:18][CH:19]([CH2:24][C:25]1[CH:26]=[CH:27][CH:28]=[CH:29][CH:30]=1)[C:20]([O:22][CH3:23])=[O:21])=[CH:12]2. (4) The product is: [NH:30]1[C:38]2[C:33](=[CH:34][CH:35]=[CH:36][CH:37]=2)[C:32](/[CH:39]=[C:8]2\[O:9][C:5]3[C:4](/[CH:13]=[CH:14]\[CH2:15][CH2:16][CH:17]4[CH2:18][CH2:19][N:20]([C:23]([O:25][C:26]([CH3:29])([CH3:28])[CH3:27])=[O:24])[CH2:21][CH2:22]4)=[C:3]([O:2][CH3:1])[CH:12]=[CH:11][C:6]=3[C:7]\2=[O:10])=[N:31]1. Given the reactants [CH3:1][O:2][C:3]1[CH:12]=[CH:11][C:6]2[C:7](=[O:10])[CH2:8][O:9][C:5]=2[C:4]=1[CH:13]=[CH:14][CH2:15][CH2:16][CH:17]1[CH2:22][CH2:21][N:20]([C:23]([O:25][C:26]([CH3:29])([CH3:28])[CH3:27])=[O:24])[CH2:19][CH2:18]1.[NH:30]1[C:38]2[C:33](=[CH:34][CH:35]=[CH:36][CH:37]=2)[C:32]([CH:39]=O)=[N:31]1.N1CCCCC1, predict the reaction product. (5) Given the reactants [OH-:1].[K+].[C:3]1([CH3:9])[CH:8]=[CH:7][CH:6]=[CH:5][CH:4]=1.Cl, predict the reaction product. The product is: [C:8]([OH:1])(=[O:1])[CH2:3][CH2:4][CH2:5][CH2:9][CH2:3][CH2:8][CH2:7][CH:6]=[CH:5][CH:4]=[CH:4][CH:5]=[CH:6][CH2:7][CH2:8][CH2:3][CH3:9]. (6) Given the reactants FC(F)(F)C(O)=O.C(OC(=O)[N:14]([CH2:22][CH2:23][C:24]1[CH:29]=[CH:28][C:27]([O:30][C:31]2[CH:36]=[CH:35][C:34]([NH2:37])=[CH:33][CH:32]=2)=[CH:26][CH:25]=1)[CH2:15][C:16]1[CH:21]=[CH:20][CH:19]=[CH:18][CH:17]=1)(C)(C)C, predict the reaction product. The product is: [CH2:15]([NH:14][CH2:22][CH2:23][C:24]1[CH:25]=[CH:26][C:27]([O:30][C:31]2[CH:32]=[CH:33][C:34]([NH2:37])=[CH:35][CH:36]=2)=[CH:28][CH:29]=1)[C:16]1[CH:17]=[CH:18][CH:19]=[CH:20][CH:21]=1. (7) Given the reactants [N:1]1([CH2:6][C@@H:7]([O:14][C:15]2[CH:24]=[CH:23][C:22]3[C:21](=[O:25])[CH2:20][CH2:19][CH2:18][C:17]=3[C:16]=2[CH2:26][S:27]([C:30]2[CH:31]=[C:32]([CH:36]=[CH:37][CH:38]=2)[C:33](O)=[O:34])(=[O:29])=[O:28])[C:8]2[CH:13]=[CH:12][CH:11]=[CH:10][CH:9]=2)[CH:5]=[CH:4][N:3]=[CH:2]1.[NH2:39][CH2:40][CH:41]([OH:43])[CH3:42], predict the reaction product. The product is: [OH:43][CH:41]([CH3:42])[CH2:40][NH:39][C:33](=[O:34])[C:32]1[CH:36]=[CH:37][CH:38]=[C:30]([S:27]([CH2:26][C:16]2[C:17]3[CH2:18][CH2:19][CH2:20][C:21](=[O:25])[C:22]=3[CH:23]=[CH:24][C:15]=2[O:14][C@@H:7]([C:8]2[CH:13]=[CH:12][CH:11]=[CH:10][CH:9]=2)[CH2:6][N:1]2[CH:5]=[CH:4][N:3]=[CH:2]2)(=[O:29])=[O:28])[CH:31]=1. (8) Given the reactants [C:1]1([NH:7][C:8]([C:10]2([C:13]([OH:15])=[O:14])[CH2:12][CH2:11]2)=[O:9])[CH:6]=[CH:5][CH:4]=[CH:3][CH:2]=1.[CH3:16][O:17]C1C=CC=CC=1N, predict the reaction product. The product is: [CH3:16][O:17][C:6]1[CH:5]=[CH:4][CH:3]=[CH:2][C:1]=1[NH:7][C:8]([C:10]1([C:13]([OH:15])=[O:14])[CH2:11][CH2:12]1)=[O:9].